Task: Regression/Classification. Given a drug SMILES string, predict its absorption, distribution, metabolism, or excretion properties. Task type varies by dataset: regression for continuous measurements (e.g., permeability, clearance, half-life) or binary classification for categorical outcomes (e.g., BBB penetration, CYP inhibition). Dataset: cyp3a4_veith.. Dataset: CYP3A4 inhibition data for predicting drug metabolism from PubChem BioAssay The molecule is Fc1ccc(Nc2ccnc(-c3ccoc3)n2)cc1. The result is 1 (inhibitor).